From a dataset of Forward reaction prediction with 1.9M reactions from USPTO patents (1976-2016). Predict the product of the given reaction. (1) Given the reactants [CH3:1][O:2][C:3]1[CH:4]=[C:5]2[C:10](=[CH:11][C:12]=1[O:13][CH3:14])[N:9]=[CH:8][CH:7]=[C:6]2[O:15][C:16]1[CH:22]=[CH:21][C:19]([NH2:20])=[CH:18][CH:17]=1.C(O)C.[Cl:26][C:27]1[CH:28]=[C:29]([C:33]([N:35]=[C:36]=[S:37])=[O:34])[CH:30]=[CH:31][CH:32]=1, predict the reaction product. The product is: [Cl:26][C:27]1[CH:28]=[C:29]([CH:30]=[CH:31][CH:32]=1)[C:33]([NH:35][C:36]([NH:20][C:19]1[CH:21]=[CH:22][C:16]([O:15][C:6]2[C:5]3[C:10](=[CH:11][C:12]([O:13][CH3:14])=[C:3]([O:2][CH3:1])[CH:4]=3)[N:9]=[CH:8][CH:7]=2)=[CH:17][CH:18]=1)=[S:37])=[O:34]. (2) Given the reactants [NH2:1][C:2]1[C:7]([N+:8]([O-])=O)=[C:6]([C:11]2[C:12]([CH3:30])=[C:13]([N:17]3[CH:21]=[CH:20][N:19]([C:22]4[CH:27]=[CH:26][C:25]([CH3:28])=[CH:24][CH:23]=4)[C:18]3=[O:29])[CH:14]=[CH:15][CH:16]=2)[CH:5]=[CH:4][N:3]=1.[N:31]1([C:37]([C:39]2[CH:46]=[CH:45][C:42]([CH:43]=O)=[CH:41][CH:40]=2)=[O:38])[CH2:36][CH2:35][O:34][CH2:33][CH2:32]1, predict the reaction product. The product is: [CH3:30][C:12]1[C:11]([C:6]2[CH:5]=[CH:4][N:3]=[C:2]3[NH:1][C:43]([C:42]4[CH:45]=[CH:46][C:39]([C:37]([N:31]5[CH2:36][CH2:35][O:34][CH2:33][CH2:32]5)=[O:38])=[CH:40][CH:41]=4)=[N:8][C:7]=23)=[CH:16][CH:15]=[CH:14][C:13]=1[N:17]1[CH:21]=[CH:20][N:19]([C:22]2[CH:27]=[CH:26][C:25]([CH3:28])=[CH:24][CH:23]=2)[C:18]1=[O:29].